From a dataset of Reaction yield outcomes from USPTO patents with 853,638 reactions. Predict the reaction yield, written as a fraction of the theoretical maximum amount of product (1.0 means a 100% yield; for example, 0.34 means a 34% yield). The reactants are [Br:1][CH2:2][C@@H:3]([C:5]1[CH:10]=[CH:9][C:8]([O:11][CH2:12][C:13]2[CH:18]=[CH:17][CH:16]=[CH:15][CH:14]=2)=[C:7]([NH:19][CH:20]=[O:21])[CH:6]=1)[OH:4].N1C=CN=C1.[Si:27](Cl)([C:30]([CH3:33])([CH3:32])[CH3:31])([CH3:29])[CH3:28]. The catalyst is CN(C)C=O.C(OC(C)C)(=O)C. The product is [CH2:12]([O:11][C:8]1[CH:9]=[CH:10][C:5]([C@@H:3]([O:4][Si:27]([C:30]([CH3:33])([CH3:32])[CH3:31])([CH3:29])[CH3:28])[CH2:2][Br:1])=[CH:6][C:7]=1[NH:19][CH:20]=[O:21])[C:13]1[CH:14]=[CH:15][CH:16]=[CH:17][CH:18]=1. The yield is 0.680.